This data is from Forward reaction prediction with 1.9M reactions from USPTO patents (1976-2016). The task is: Predict the product of the given reaction. (1) Given the reactants [N:1]([C:8](OCC)=O)=[N:2]C(OCC)=O.[C:26]1(P([C:26]2[CH:31]=[CH:30][CH:29]=[CH:28][CH:27]=2)[C:26]2[CH:31]=[CH:30][CH:29]=[CH:28][CH:27]=2)[CH:31]=[CH:30][CH:29]=[CH:28][CH:27]=1.[CH3:32][O:33][CH2:34][CH2:35][OH:36].[CH2:37](Cl)[Cl:38], predict the reaction product. The product is: [Cl:38][C:37]1[C:27]2[C:26](=[CH:31][C:30]([O:36][CH2:35][CH2:34][O:33][CH3:32])=[CH:29][CH:28]=2)[N:2]=[N:1][CH:8]=1. (2) The product is: [CH2:1]([O:8][CH2:9][CH2:10][N:11]1[C:19]2[C:18]([CH3:20])=[C:17]([CH3:21])[N:16]=[C:15]([NH2:34])[C:14]=2[N:13]=[C:12]1[CH3:29])[C:2]1[CH:7]=[CH:6][CH:5]=[CH:4][CH:3]=1. Given the reactants [CH2:1]([O:8][CH2:9][CH2:10][N:11]1[C:19]2[C:18]([CH3:20])=[C:17]([CH3:21])[N:16]=[C:15](OC3C=CC=CC=3)[C:14]=2[N:13]=[C:12]1[CH3:29])[C:2]1[CH:7]=[CH:6][CH:5]=[CH:4][CH:3]=1.C([O-])(=O)C.[NH4+:34].[OH-].[K+], predict the reaction product.